Dataset: Full USPTO retrosynthesis dataset with 1.9M reactions from patents (1976-2016). Task: Predict the reactants needed to synthesize the given product. (1) Given the product [CH3:1][O:2][C:3]1[CH:4]=[C:5]([CH:8]=[CH:9][CH:10]=1)[CH2:6][N:18]1[CH2:19][CH2:20][C:15]2([O:14][CH2:13][CH2:12][O:11]2)[CH2:16][CH2:17]1, predict the reactants needed to synthesize it. The reactants are: [CH3:1][O:2][C:3]1[CH:4]=[C:5]([CH:8]=[CH:9][CH:10]=1)[CH:6]=O.[O:11]1[C:15]2([CH2:20][CH2:19][NH:18][CH2:17][CH2:16]2)[O:14][CH2:13][CH2:12]1.C(O[BH-](OC(=O)C)OC(=O)C)(=O)C.[Na+].C(=O)([O-])[O-].[Na+].[Na+]. (2) Given the product [Cl:53][C:48]1[CH:47]=[C:46]([NH:45][C:22]2[C:21]3[C:26](=[CH:27][C:28]([O:29][CH2:30][CH2:31][CH2:32][N:33]4[CH2:34][CH2:35][N:36]([CH:39]5[CH2:43][O:42][C:41](=[O:44])[CH2:40]5)[CH2:37][CH2:38]4)=[C:19]([NH:18][C:1]([CH:2]=[CH2:3])=[O:4])[CH:20]=3)[N:25]=[CH:24][N:23]=2)[CH:51]=[CH:50][C:49]=1[F:52], predict the reactants needed to synthesize it. The reactants are: [C:1](O)(=[O:4])[CH:2]=[CH2:3].C(N(CC)CC)C.C(Cl)(=O)C=C.[NH2:18][C:19]1[CH:20]=[C:21]2[C:26](=[CH:27][C:28]=1[O:29][CH2:30][CH2:31][CH2:32][N:33]1[CH2:38][CH2:37][N:36]([CH:39]3[CH2:43][O:42][C:41](=[O:44])[CH2:40]3)[CH2:35][CH2:34]1)[N:25]=[CH:24][N:23]=[C:22]2[NH:45][C:46]1[CH:51]=[CH:50][C:49]([F:52])=[C:48]([Cl:53])[CH:47]=1. (3) The reactants are: [Cl:1][C:2]1[CH:7]=[C:6]([O:8][C:9]2[CH:14]=[CH:13][C:12]([N:15]=[C:16]=[O:17])=[CH:11][CH:10]=2)[N:5]=[CH:4][N:3]=1.[NH2:18][C:19]1[CH:20]=[C:21]([CH:26]=[C:27]([C:29]([F:32])([F:31])[F:30])[CH:28]=1)[C:22]([NH:24][CH3:25])=[O:23]. Given the product [Cl:1][C:2]1[N:3]=[CH:4][N:5]=[C:6]([O:8][C:9]2[CH:10]=[CH:11][C:12]([NH:15][C:16](=[O:17])[NH:18][C:19]3[CH:20]=[C:21]([CH:26]=[C:27]([C:29]([F:30])([F:31])[F:32])[CH:28]=3)[C:22]([NH:24][CH3:25])=[O:23])=[CH:13][CH:14]=2)[CH:7]=1, predict the reactants needed to synthesize it. (4) Given the product [CH2:21]([O:23][C:24]([CH:26]1[C:33]([C:7]2[CH:20]=[CH:19][C:10]([O:11][Si:12]([C:15]([CH3:18])([CH3:17])[CH3:16])([CH3:14])[CH3:13])=[CH:9][CH:8]=2)=[CH:32][C@H:31]2[N:42]([CH3:43])[C@@H:27]1[CH2:28][N:29]([C:44]([O:46][C:47]([CH3:48])([CH3:50])[CH3:49])=[O:45])[CH2:30]2)=[O:25])[CH3:22], predict the reactants needed to synthesize it. The reactants are: [Li]CCCC.Br[C:7]1[CH:20]=[CH:19][C:10]([O:11][Si:12]([C:15]([CH3:18])([CH3:17])[CH3:16])([CH3:14])[CH3:13])=[CH:9][CH:8]=1.[CH2:21]([O:23][C:24]([C:26]1[C@@H:27]2[N:42]([CH3:43])[C@H:31]([CH2:32][C:33]=1OS(C(F)(F)F)(=O)=O)[CH2:30][N:29]([C:44]([O:46][C:47]([CH3:50])([CH3:49])[CH3:48])=[O:45])[CH2:28]2)=[O:25])[CH3:22].[NH4+].[Cl-]. (5) The reactants are: [Br:1][C:2]1[CH:13]=[CH:12][C:5]2[C:6](=[O:11])[NH:7][C:8](=O)O[C:4]=2[CH:3]=1.C[NH2:15].CO. Given the product [CH3:8][NH:7][C:6](=[O:11])[C:5]1[CH:12]=[CH:13][C:2]([Br:1])=[CH:3][C:4]=1[NH2:15], predict the reactants needed to synthesize it. (6) The reactants are: [NH2:1][C:2]1[C:10]2[C:9]([C:11]3[CH:16]=[CH:15][C:14]([Cl:17])=[C:13]([Cl:18])[CH:12]=3)=[N:8][C:7](S(C)=O)=[N:6][C:5]=2[S:4][C:3]=1[C:22]([NH2:24])=[O:23].[CH3:25][O:26][CH2:27][CH2:28][CH2:29][NH2:30]. Given the product [NH2:1][C:2]1[C:10]2[C:9]([C:11]3[CH:16]=[CH:15][C:14]([Cl:17])=[C:13]([Cl:18])[CH:12]=3)=[N:8][C:7]([NH:30][CH2:29][CH2:28][CH2:27][O:26][CH3:25])=[N:6][C:5]=2[S:4][C:3]=1[C:22]([NH2:24])=[O:23], predict the reactants needed to synthesize it.